The task is: Regression/Classification. Given a drug SMILES string, predict its absorption, distribution, metabolism, or excretion properties. Task type varies by dataset: regression for continuous measurements (e.g., permeability, clearance, half-life) or binary classification for categorical outcomes (e.g., BBB penetration, CYP inhibition). For this dataset (clearance_hepatocyte_az), we predict log10(clearance) (log10 of the in vitro intrinsic clearance, CLint, in uL/min per 10^6 hepatocytes; values are censored to the assay range of 3 to 150, which is 0.477 to 2.18 on this log10 scale).. This data is from Hepatocyte clearance measurements from AstraZeneca. (1) The compound is CC(C)(C)NS(=O)(=O)c1cncc(-c2ccc3nc(NC(=O)NCC(=O)N4CCCC4)nn3c2)c1. The log10(clearance) is 0.480. (2) The molecule is CC1(C)C(=O)Nc2ccccc21. The log10(clearance) is 0.480. (3) The molecule is COc1ccc(-c2nc(O)c3ccccc3n2)cc1. The log10(clearance) is 2.18. (4) The compound is CCCN(CCNCCc1ccc(O)c2[nH]c(=O)sc12)C(=O)CCOCCc1ccccc1. The log10(clearance) is 2.03. (5) The molecule is CN(C)CCCN1c2ccccc2Sc2ccc(Cl)cc21. The log10(clearance) is 2.18.